Dataset: Forward reaction prediction with 1.9M reactions from USPTO patents (1976-2016). Task: Predict the product of the given reaction. (1) Given the reactants [N:1]1([S:11]([C:14]2[CH:22]=[CH:21][C:17]([C:18]([OH:20])=O)=[CH:16][CH:15]=2)(=[O:13])=[O:12])[C:10]2[C:5](=[CH:6][CH:7]=[CH:8][CH:9]=2)[CH2:4][CH2:3][CH2:2]1.[CH3:23][C:24]1[C:29]2[N:30]=[C:31]([NH2:33])[S:32][C:28]=2[CH:27]=[CH:26][CH:25]=1, predict the reaction product. The product is: [N:1]1([S:11]([C:14]2[CH:15]=[CH:16][C:17]([C:18]([NH:33][C:31]3[S:32][C:28]4[CH:27]=[CH:26][CH:25]=[C:24]([CH3:23])[C:29]=4[N:30]=3)=[O:20])=[CH:21][CH:22]=2)(=[O:12])=[O:13])[C:10]2[C:5](=[CH:6][CH:7]=[CH:8][CH:9]=2)[CH2:4][CH2:3][CH2:2]1. (2) Given the reactants [NH2:1][C:2]1[S:6][C:5]2[CH2:7][CH2:8][C:9]([CH3:11])([CH3:10])[C:4]=2[C:3]=1[C:12]([O:14]CC)=O.O.[CH:18]([NH2:20])=O, predict the reaction product. The product is: [CH3:10][C:9]1([CH3:11])[C:4]2[C:3]3[C:12](=[O:14])[NH:20][CH:18]=[N:1][C:2]=3[S:6][C:5]=2[CH2:7][CH2:8]1. (3) Given the reactants Br[C:2]1[CH:3]=[N:4][CH:5]=[C:6]2[C:11]=1[N:10]=[C:9]([C:12]([NH:14][CH2:15][CH2:16][O:17][CH3:18])=[O:13])[CH:8]=[CH:7]2.[CH3:19][O:20][C:21]1[CH:22]=[C:23](B(O)O)[CH:24]=[CH:25][CH:26]=1.C(=O)([O-])[O-].[Cs+].[Cs+], predict the reaction product. The product is: [CH3:18][O:17][CH2:16][CH2:15][NH:14][C:12]([C:9]1[CH:8]=[CH:7][C:6]2[C:11](=[C:2]([C:25]3[CH:24]=[CH:23][CH:22]=[C:21]([O:20][CH3:19])[CH:26]=3)[CH:3]=[N:4][CH:5]=2)[N:10]=1)=[O:13]. (4) The product is: [CH3:1][O:2][C:3]([C:5]1[C:10]([NH:11][C:12]2[CH:17]=[CH:16][CH:15]=[CH:14][C:13]=2[F:18])=[C:9]([F:19])[C:8]([Cl:20])=[C:7]([C:22]#[N:23])[N:6]=1)=[O:4]. Given the reactants [CH3:1][O:2][C:3]([C:5]1[C:10]([NH:11][C:12]2[CH:17]=[CH:16][CH:15]=[CH:14][C:13]=2[F:18])=[C:9]([F:19])[C:8]([Cl:20])=[C:7](Cl)[N:6]=1)=[O:4].[CH3:22][N:23]1C(=O)CCC1, predict the reaction product. (5) Given the reactants [O:1]=[C:2]1[NH:7][C:6]2[CH:8]=[C:9]([C:11]3[CH:16]=[CH:15][CH:14]=[CH:13][CH:12]=3)[S:10][C:5]=2[C:4](=[O:17])[N:3]1[CH:18]1[CH2:23][CH2:22][N:21]([C:24]([O:26][C:27]([CH3:30])([CH3:29])[CH3:28])=[O:25])[CH2:20][CH2:19]1.Cl[CH2:32][C:33]1[S:34][C:35]([CH3:38])=[CH:36][N:37]=1.C(=O)([O-])[O-].[K+].[K+], predict the reaction product. The product is: [CH3:38][C:35]1[S:34][C:33]([CH2:32][N:7]2[C:6]3[CH:8]=[C:9]([C:11]4[CH:16]=[CH:15][CH:14]=[CH:13][CH:12]=4)[S:10][C:5]=3[C:4](=[O:17])[N:3]([CH:18]3[CH2:23][CH2:22][N:21]([C:24]([O:26][C:27]([CH3:30])([CH3:29])[CH3:28])=[O:25])[CH2:20][CH2:19]3)[C:2]2=[O:1])=[N:37][CH:36]=1. (6) Given the reactants [CH3:1][C:2]1([CH3:14])[O:6][C@H:5]([CH2:7][C:8](=[O:12])SCC)[C:4](=[O:13])[O:3]1.C([SiH](CC)CC)C, predict the reaction product. The product is: [CH3:1][C:2]1([CH3:14])[O:6][C@H:5]([CH2:7][CH:8]=[O:12])[C:4](=[O:13])[O:3]1. (7) Given the reactants [Li+].[OH-].[O:3]=[C:4]1[N:10]([CH:11]2[CH2:16][CH2:15][N:14]([C:17]([O:19][C@H:20]([CH2:42][C:43]3[CH:48]=[C:47]([C:49]([F:52])([F:51])[F:50])[C:46]([NH2:53])=[C:45]([Cl:54])[CH:44]=3)[C:21]([N:23]3[CH2:28][CH2:27][CH:26]([N:29]4[CH2:34][CH2:33][CH:32]([CH2:35][CH2:36][C:37]([O:39]CC)=[O:38])[CH2:31][CH2:30]4)[CH2:25][CH2:24]3)=[O:22])=[O:18])[CH2:13][CH2:12]2)[CH2:9][CH2:8][C:7]2[CH:55]=[CH:56][CH:57]=[CH:58][C:6]=2[NH:5]1, predict the reaction product. The product is: [O:3]=[C:4]1[N:10]([CH:11]2[CH2:16][CH2:15][N:14]([C:17]([O:19][C@H:20]([CH2:42][C:43]3[CH:48]=[C:47]([C:49]([F:51])([F:50])[F:52])[C:46]([NH2:53])=[C:45]([Cl:54])[CH:44]=3)[C:21]([N:23]3[CH2:24][CH2:25][CH:26]([N:29]4[CH2:30][CH2:31][CH:32]([CH2:35][CH2:36][C:37]([OH:39])=[O:38])[CH2:33][CH2:34]4)[CH2:27][CH2:28]3)=[O:22])=[O:18])[CH2:13][CH2:12]2)[CH2:9][CH2:8][C:7]2[CH:55]=[CH:56][CH:57]=[CH:58][C:6]=2[NH:5]1. (8) Given the reactants Br[C:2]1[CH:3]=[CH:4][C:5]2[C:9]([C:10]3[CH:15]=[CH:14][C:13]([CH3:16])=[CH:12][CH:11]=3)=[C:8]([C:17]3[CH:22]=[CH:21][C:20]([CH3:23])=[CH:19][CH:18]=3)[S:7][C:6]=2[CH:24]=1.[Li]CCCC.C(O[B:34]1[O:38][C:37]([CH3:40])([CH3:39])[C:36]([CH3:42])([CH3:41])[O:35]1)(C)C.O, predict the reaction product. The product is: [C:20]1([CH3:23])[CH:21]=[CH:22][C:17]([C:8]2[S:7][C:6]3[CH:5]=[C:4]([B:34]4[O:38][C:37]([CH3:40])([CH3:39])[C:36]([CH3:42])([CH3:41])[O:35]4)[CH:3]=[CH:2][C:24]=3[C:9]=2[C:10]2[CH:11]=[CH:12][C:13]([CH3:16])=[CH:14][CH:15]=2)=[CH:18][CH:19]=1. (9) Given the reactants [CH3:1][CH:2]1[CH2:6][C:5]2[CH:7]=[C:8]([C:11]3[N:16]=[CH:15][NH:14][C:13](=O)[CH:12]=3)[CH:9]=[CH:10][C:4]=2[O:3]1.C([O-])([O-])=O.[K+].[K+].O=P(Cl)(Cl)[Cl:26], predict the reaction product. The product is: [Cl:26][C:13]1[CH:12]=[C:11]([C:8]2[CH:9]=[CH:10][C:4]3[O:3][CH:2]([CH3:1])[CH2:6][C:5]=3[CH:7]=2)[N:16]=[CH:15][N:14]=1.